This data is from NCI-60 drug combinations with 297,098 pairs across 59 cell lines. The task is: Regression. Given two drug SMILES strings and cell line genomic features, predict the synergy score measuring deviation from expected non-interaction effect. Drug 1: CNC(=O)C1=CC=CC=C1SC2=CC3=C(C=C2)C(=NN3)C=CC4=CC=CC=N4. Drug 2: CN1C(=O)N2C=NC(=C2N=N1)C(=O)N. Cell line: K-562. Synergy scores: CSS=36.6, Synergy_ZIP=0.785, Synergy_Bliss=3.11, Synergy_Loewe=-38.3, Synergy_HSA=-0.134.